Dataset: Full USPTO retrosynthesis dataset with 1.9M reactions from patents (1976-2016). Task: Predict the reactants needed to synthesize the given product. (1) Given the product [Cl:1][C:2]1[CH:3]=[CH:4][C:5]([C:8]2[CH:9]=[CH:10][C:11]([C:14]#[C:15][C:16]3[CH:17]=[CH:18][C:19]([O:20][CH2:21][CH2:22][N:23]([CH2:24][C:25]4([OH:28])[CH2:27][CH2:26]4)[CH:34]4[CH2:35][CH2:36][O:31][CH2:32][CH2:33]4)=[CH:29][CH:30]=3)=[N:12][CH:13]=2)=[CH:6][CH:7]=1, predict the reactants needed to synthesize it. The reactants are: [Cl:1][C:2]1[CH:7]=[CH:6][C:5]([C:8]2[CH:9]=[CH:10][C:11]([C:14]#[C:15][C:16]3[CH:30]=[CH:29][C:19]([O:20][CH2:21][CH2:22][NH:23][CH2:24][C:25]4([OH:28])[CH2:27][CH2:26]4)=[CH:18][CH:17]=3)=[N:12][CH:13]=2)=[CH:4][CH:3]=1.[O:31]1[CH2:36][CH2:35][C:34](=O)[CH2:33][CH2:32]1. (2) Given the product [CH3:18][C:9]1([C:6]2[CH:7]=[CH:8][C:3]([OH:2])=[CH:4][CH:5]=2)[CH2:14][O:13][CH2:12][C:11]2=[CH:15][N:16]=[CH:17][N:10]12, predict the reactants needed to synthesize it. The reactants are: C[O:2][C:3]1[CH:8]=[CH:7][C:6]([C:9]2([CH3:18])[CH2:14][O:13][CH2:12][C:11]3=[CH:15][N:16]=[CH:17][N:10]23)=[CH:5][CH:4]=1.C[Si](I)(C)C.CO. (3) Given the product [Cl:1][C:2]1[CH:3]=[CH:4][C:5]([C:28]([F:29])([F:31])[F:30])=[C:6]([CH:27]=1)[CH2:7][N:8]1[CH2:13][CH2:12][NH:11][C:10]2[N:14]=[CH:15][C:16]([C:18]3[CH:26]=[CH:25][C:21]([C:22]([N:42]4[CH2:43][CH2:44][N:39]([CH2:38][CH:32]5[CH2:33][CH2:34][CH2:35][CH2:36][CH2:37]5)[CH2:40][CH2:41]4)=[O:23])=[CH:20][CH:19]=3)=[CH:17][C:9]1=2, predict the reactants needed to synthesize it. The reactants are: [Cl:1][C:2]1[CH:3]=[CH:4][C:5]([C:28]([F:31])([F:30])[F:29])=[C:6]([CH:27]=1)[CH2:7][N:8]1[CH2:13][CH2:12][NH:11][C:10]2[N:14]=[CH:15][C:16]([C:18]3[CH:26]=[CH:25][C:21]([C:22](O)=[O:23])=[CH:20][CH:19]=3)=[CH:17][C:9]1=2.[CH:32]1([CH2:38][N:39]2[CH2:44][CH2:43][NH:42][CH2:41][CH2:40]2)[CH2:37][CH2:36][CH2:35][CH2:34][CH2:33]1. (4) Given the product [Br:1][C:2]1[CH:3]=[CH:4][CH:5]=[C:6]2[C:10]=1[N:9]([CH2:31][C:32]1[CH:37]=[CH:36][C:35]([O:38][CH3:39])=[CH:34][CH:33]=1)[C:8]([C:11]([O:13][CH2:14][CH3:15])=[O:12])=[C:7]2[CH2:16][CH2:17][CH2:18][O:19][C:20]1[C:29]2[C:24](=[CH:25][CH:26]=[CH:27][CH:28]=2)[CH:23]=[CH:22][CH:21]=1, predict the reactants needed to synthesize it. The reactants are: [Br:1][C:2]1[CH:3]=[CH:4][CH:5]=[C:6]2[C:10]=1[NH:9][C:8]([C:11]([O:13][CH2:14][CH3:15])=[O:12])=[C:7]2[CH2:16][CH2:17][CH2:18][O:19][C:20]1[C:29]2[C:24](=[CH:25][CH:26]=[CH:27][CH:28]=2)[CH:23]=[CH:22][CH:21]=1.Cl[CH2:31][C:32]1[CH:37]=[CH:36][C:35]([O:38][CH3:39])=[CH:34][CH:33]=1.C([O-])([O-])=O.[Cs+].[Cs+]. (5) Given the product [Cl:8][C:6]1[CH:5]=[C:4]([C:9]2([C:27]([F:28])([F:30])[F:29])[CH2:17][C:16]3[C:11](=[CH:12][CH:13]=[C:14]([C:42]4[CH:43]=[C:38]([NH:37][C:54](=[O:57])[CH2:55][CH3:56])[CH:39]=[CH:40][CH:41]=4)[CH:15]=3)[C:10]2=[O:26])[CH:3]=[C:2]([Cl:1])[CH:7]=1, predict the reactants needed to synthesize it. The reactants are: [Cl:1][C:2]1[CH:3]=[C:4]([C:9]2([C:27]([F:30])([F:29])[F:28])[CH2:17][C:16]3[C:11](=[CH:12][CH:13]=[C:14](OS(C(F)(F)F)(=O)=O)[CH:15]=3)[C:10]2=[O:26])[CH:5]=[C:6]([Cl:8])[CH:7]=1.C(=O)([O-])[O-].[K+].[K+].[NH2:37][C:38]1[CH:39]=[C:40](B(O)O)[CH:41]=[CH:42][CH:43]=1.CCN(CC)CC.[C:54](Cl)(=[O:57])[CH2:55][CH3:56].